This data is from Catalyst prediction with 721,799 reactions and 888 catalyst types from USPTO. The task is: Predict which catalyst facilitates the given reaction. (1) Reactant: C(OC(=O)[NH:7][C:8]1[CH:13]=[C:12]([O:14][CH2:15][CH2:16][O:17][CH3:18])[C:11]([C:19]([F:22])([F:21])[F:20])=[CH:10][C:9]=1[NH:23][C:24](=[O:42])[CH2:25][C:26]([C:28]1[CH:33]=[CH:32][CH:31]=[C:30]([C:34]2[CH:39]=[C:38]([CH3:40])[N:37]=[C:36]([CH3:41])[CH:35]=2)[CH:29]=1)=O)(C)(C)C.C(O)(C(F)(F)F)=O. Product: [CH3:41][C:36]1[CH:35]=[C:34]([C:30]2[CH:29]=[C:28]([C:26]3[CH2:25][C:24](=[O:42])[NH:23][C:9]4[CH:10]=[C:11]([C:19]([F:20])([F:22])[F:21])[C:12]([O:14][CH2:15][CH2:16][O:17][CH3:18])=[CH:13][C:8]=4[N:7]=3)[CH:33]=[CH:32][CH:31]=2)[CH:39]=[C:38]([CH3:40])[N:37]=1. The catalyst class is: 2. (2) Reactant: [NH2:1][C:2]1[C:3]([CH3:13])=[C:4]([C:9]([Br:12])=[CH:10][CH:11]=1)[C:5]([O:7][CH3:8])=[O:6].[N:14]([O-])=O.[Na+]. Product: [Br:12][C:9]1[CH:10]=[CH:11][C:2]2[NH:1][N:14]=[CH:13][C:3]=2[C:4]=1[C:5]([O:7][CH3:8])=[O:6]. The catalyst class is: 86.